From a dataset of Retrosynthesis with 50K atom-mapped reactions and 10 reaction types from USPTO. Predict the reactants needed to synthesize the given product. Given the product CC(NC=O)c1ccc(Cl)cc1, predict the reactants needed to synthesize it. The reactants are: CC(=O)c1ccc(Cl)cc1.NC=O.